From a dataset of Reaction yield outcomes from USPTO patents with 853,638 reactions. Predict the reaction yield, written as a fraction of the theoretical maximum amount of product (1.0 means a 100% yield; for example, 0.34 means a 34% yield). (1) The reactants are [OH:1][CH2:2][CH2:3][CH2:4][CH2:5][CH2:6][CH2:7][CH2:8][C:9]1[CH:15]=[CH:14][C:12]([NH2:13])=[CH:11][CH:10]=1.CCN(CC)CC.Cl[C:24]1[C:25]2[C:30]([N:31]=[C:32]3[C:37]=1[CH:36]=[CH:35][CH:34]=[CH:33]3)=[CH:29][CH:28]=[CH:27][CH:26]=2. The catalyst is CO. The product is [CH:26]1[C:25]2[C:30](=[N:31][C:32]3[C:37]([C:24]=2[NH:13][C:12]2[CH:11]=[CH:10][C:9]([CH2:8][CH2:7][CH2:6][CH2:5][CH2:4][CH2:3][CH2:2][OH:1])=[CH:15][CH:14]=2)=[CH:36][CH:35]=[CH:34][CH:33]=3)[CH:29]=[CH:28][CH:27]=1. The yield is 0.910. (2) The reactants are [F:1][C:2]([F:20])([F:19])[C:3](O)=[CH:4][C:5]([C:7]1[CH:17]=[CH:16][C:10]2[O:11][CH2:12][C:13](=[O:15])[NH:14][C:9]=2[CH:8]=1)=O.[N:21]1[CH:26]=[CH:25][CH:24]=[CH:23][C:22]=1[NH:27][NH2:28]. The catalyst is C(N(CC)CC)C. The product is [N:21]1[CH:26]=[CH:25][CH:24]=[CH:23][C:22]=1[N:27]1[C:5]([C:7]2[CH:17]=[CH:16][C:10]3[O:11][CH2:12][C:13](=[O:15])[NH:14][C:9]=3[CH:8]=2)=[CH:4][C:3]([C:2]([F:20])([F:19])[F:1])=[N:28]1. The yield is 0.540. (3) The reactants are [CH2:1]([CH:3]1[O:5][CH2:4]1)Cl.[C:6]([O-])([O-])=O.[Cs+].[Cs+].[O:12]1[C:17]2[CH:18]=[CH:19][CH:20]=[CH:21][C:16]=2[NH:15][C:14](=[O:22])[CH2:13]1.[CH2:23]([CH:28]1[CH2:34][CH:33]2N[CH:30]([CH2:31][CH2:32]2)[CH2:29]1)[CH2:24][CH2:25][CH2:26][CH3:27]. The catalyst is CCOCC.CN(C=O)C. The product is [OH:5][C@H:3]([CH2:1][CH:6]1[CH:33]2[CH2:32][CH2:31][C@H:30]1[CH2:29][CH:28]([CH2:23][CH2:24][CH2:25][CH2:26][CH3:27])[CH2:34]2)[CH2:4][N:15]1[C:16]2[CH:21]=[CH:20][CH:19]=[CH:18][C:17]=2[O:12][CH2:13][C:14]1=[O:22]. The yield is 0.330. (4) The catalyst is C(O)(=O)C.CCO. The product is [CH3:20][C:12]1[CH:17]=[CH:16][C:15]([CH:18]=[N:9][NH:8][C:6](=[O:7])[C:5]2[CH:10]=[CH:11][C:2]([OH:1])=[CH:3][CH:4]=2)=[CH:14][CH:13]=1. The yield is 0.960. The reactants are [OH:1][C:2]1[CH:11]=[CH:10][C:5]([C:6]([NH:8][NH2:9])=[O:7])=[CH:4][CH:3]=1.[C:12]1([CH3:20])[CH:17]=[CH:16][C:15]([CH:18]=O)=[CH:14][CH:13]=1.